Dataset: Full USPTO retrosynthesis dataset with 1.9M reactions from patents (1976-2016). Task: Predict the reactants needed to synthesize the given product. Given the product [Cl:1][C:2]1[CH:3]=[C:4]([CH:30]([OH:31])[CH2:29][CH2:28][CH2:27][C:26]#[C:25][C:15]2[CH:16]=[CH:17][C:18]([N:19]3[CH:23]=[N:22][C:21]([CH3:24])=[N:20]3)=[C:13]([O:12][CH3:11])[CH:14]=2)[CH:5]=[CH:6][C:7]=1[Cl:8], predict the reactants needed to synthesize it. The reactants are: [Cl:1][C:2]1[CH:3]=[C:4]([Mg]Br)[CH:5]=[CH:6][C:7]=1[Cl:8].[CH3:11][O:12][C:13]1[CH:14]=[C:15]([C:25]#[C:26][CH2:27][CH2:28][CH2:29][CH:30]=[O:31])[CH:16]=[CH:17][C:18]=1[N:19]1[CH:23]=[N:22][C:21]([CH3:24])=[N:20]1.[Cl-].[NH4+].